This data is from Reaction yield outcomes from USPTO patents with 853,638 reactions. The task is: Predict the reaction yield, written as a fraction of the theoretical maximum amount of product (1.0 means a 100% yield; for example, 0.34 means a 34% yield). (1) The reactants are Cl[C:2]1[C:11]2[C:6](=[CH:7][C:8]([Cl:12])=[CH:9][CH:10]=2)[N:5]=[CH:4][CH:3]=1.[CH:13]1[C:14]2[C:29](=O)[C:28]([C:31]([OH:33])=[O:32])=[CH:27][N:26]([CH:34]3[CH2:36][CH2:35]3)[C:15]=2[CH:16]=[C:17]([N:20]2[CH2:25][CH2:24][NH:23][CH2:22][CH2:21]2)[C:18]=1[F:19].C(=O)([O-])[O-].[K+].[K+]. The catalyst is CC(N(C)C)=O. The product is [Cl:12][C:8]1[CH:7]=[C:6]2[C:11]([C:2]([N:23]3[CH2:24][CH2:25][N:20]([C:17]4[CH:16]=[C:15]5[C:14]([CH2:29][C:28]([C:31]([OH:33])=[O:32])=[CH:27][N:26]5[CH:34]5[CH2:36][CH2:35]5)=[CH:13][C:18]=4[F:19])[CH2:21][CH2:22]3)=[CH:3][CH:4]=[N:5]2)=[CH:10][CH:9]=1. The yield is 0.350. (2) The reactants are [F:1][CH:2]([F:14])[O:3][C:4]1[CH:5]=[CH:6][C:7]([C:10]([O:12]C)=[O:11])=[N:8][CH:9]=1.[OH-].[Li+]. The catalyst is C1COCC1.O. The product is [F:14][CH:2]([F:1])[O:3][C:4]1[CH:5]=[CH:6][C:7]([C:10]([OH:12])=[O:11])=[N:8][CH:9]=1. The yield is 0.900.